From a dataset of Reaction yield outcomes from USPTO patents with 853,638 reactions. Predict the reaction yield, written as a fraction of the theoretical maximum amount of product (1.0 means a 100% yield; for example, 0.34 means a 34% yield). (1) The product is [CH3:1][O:2][C:3]1[C:23]([O:24][CH3:25])=[CH:22][CH:21]=[CH:20][C:4]=1[C:5]([CH:7]1[CH2:8][CH2:9][NH:10][CH2:11][CH2:12]1)=[O:6]. The reactants are [CH3:1][O:2][C:3]1[C:23]([O:24][CH3:25])=[CH:22][CH:21]=[CH:20][C:4]=1[C:5]([CH:7]1[CH2:12][CH2:11][N:10](C(OC(C)(C)C)=O)[CH2:9][CH2:8]1)=[O:6].FC(F)(F)C(O)=O. No catalyst specified. The yield is 0.530. (2) The reactants are [CH2:1]([N:3]([CH2:19][CH3:20])[CH2:4][CH2:5][N:6]1[CH2:11][CH2:10][C:9]2[NH:12][C:13]([CH:16]=O)=[C:14]([CH3:15])[C:8]=2[C:7]1=[O:18])[CH3:2].[Br:21][C:22]1[CH:23]=[C:24]2[C:28](=[CH:29][CH:30]=1)[NH:27][C:26](=[O:31])[CH2:25]2. No catalyst specified. The product is [Br:21][C:22]1[CH:23]=[C:24]2[C:28](=[CH:29][CH:30]=1)[NH:27][C:26](=[O:31])[C:25]2=[CH:16][C:13]1[NH:12][C:9]2[CH2:10][CH2:11][N:6]([CH2:5][CH2:4][N:3]3[CH2:19][CH2:20][CH2:2][CH2:1]3)[C:7](=[O:18])[C:8]=2[C:14]=1[CH3:15]. The yield is 0.942. (3) The reactants are [CH3:1][C:2]1([CH3:11])[C:6]2=[CH:7][NH:8][CH:9]=[C:5]2[C:4](=[O:10])[CH2:3]1.[Br:12]N1C(=O)CCC1=O. The catalyst is O1CCCC1. The product is [Br:12][C:7]1[NH:8][CH:9]=[C:5]2[C:4](=[O:10])[CH2:3][C:2]([CH3:11])([CH3:1])[C:6]=12. The yield is 0.230. (4) The reactants are [F:1][C:2]1[CH:17]=[C:16]2[C:5]([CH2:6][C:7]3[C:15]4[CH:14]=[CH:13][CH:12]=[CH:11][C:10]=4[NH:9][C:8]=32)=[CH:4][CH:3]=1.[OH-].[Na+].I[CH3:21]. The catalyst is C1C=CC=CC=1.[I-].C([N+](CCCC)(CCCC)CCCC)CCC.O. The product is [F:1][C:2]1[CH:17]=[C:16]2[C:5]([CH2:6][C:7]3[C:15]4[CH:14]=[CH:13][CH:12]=[CH:11][C:10]=4[N:9]([CH3:21])[C:8]=32)=[CH:4][CH:3]=1. The yield is 0.710. (5) The reactants are [Cl:1][C:2]1[CH:10]=[CH:9][C:5]([C:6]([OH:8])=[O:7])=[C:4]([NH:11][CH2:12][CH2:13][CH2:14][Cl:15])[C:3]=1[N+:16]([O-:18])=[O:17].CI.[C:21](=O)([O-])[O-].[K+].[K+].C(OCC)(=O)C. The catalyst is CN(C)C=O. The product is [Cl:1][C:2]1[CH:10]=[CH:9][C:5]([C:6]([O:8][CH3:21])=[O:7])=[C:4]([NH:11][CH2:12][CH2:13][CH2:14][Cl:15])[C:3]=1[N+:16]([O-:18])=[O:17]. The yield is 0.900. (6) The reactants are [F:1][C:2]1([S:11]([C:14]2[CH:19]=[CH:18][CH:17]=[C:16]([C:20]([F:23])([F:22])[F:21])[CH:15]=2)(=[O:13])=[O:12])[CH2:7][CH2:6][C:5]([CH2:9][OH:10])([CH3:8])[CH2:4][CH2:3]1.[CH3:24][S:25](Cl)(=[O:27])=[O:26]. The catalyst is C1COCC1. The product is [CH3:24][S:25]([O:10][CH2:9][C:5]1([CH3:8])[CH2:4][CH2:3][C:2]([F:1])([S:11]([C:14]2[CH:19]=[CH:18][CH:17]=[C:16]([C:20]([F:21])([F:22])[F:23])[CH:15]=2)(=[O:13])=[O:12])[CH2:7][CH2:6]1)(=[O:27])=[O:26]. The yield is 0.850. (7) The reactants are F[B-](F)(F)F.[CH3:22][O:21][C:18]1[CH:19]=[CH:20][C:15]([I+][C:15]2[CH:20]=[CH:19][C:18]([O:21][CH3:22])=[CH:17][CH:16]=2)=[CH:16][CH:17]=1.[Br:23][C:24]1[CH:29]=[C:28]([N+:30]([O-:32])=[O:31])[CH:27]=[C:26]([Br:33])[C:25]=1[OH:34].CCN([CH2:40][CH3:41])CC.[CH2:42](Cl)Cl. The catalyst is [Al].[Cu]. The product is [Br:23][C:24]1[CH:29]=[C:28]([N+:30]([O-:32])=[O:31])[CH:27]=[C:26]([Br:33])[C:25]=1[O:34][C:15]1[CH:16]=[CH:17][C:18]([O:21][CH3:22])=[C:19]([CH:40]([CH3:41])[CH3:42])[CH:20]=1. The yield is 1.00.